This data is from Catalyst prediction with 721,799 reactions and 888 catalyst types from USPTO. The task is: Predict which catalyst facilitates the given reaction. (1) Reactant: [C:1]([N:8]1[CH2:12][C@H:11]([F:13])[CH2:10][C@H:9]1[C:14](O)=[O:15])([O:3][C:4]([CH3:7])([CH3:6])[CH3:5])=[O:2].O. Product: [C:1]([N:8]1[CH2:12][C@H:11]([F:13])[CH2:10][C@H:9]1[CH2:14][OH:15])([O:3][C:4]([CH3:7])([CH3:6])[CH3:5])=[O:2]. The catalyst class is: 1. (2) The catalyst class is: 29. Reactant: [C:1]([O:5][C:6]([NH:8][C@H:9]([CH2:39][C:40](=[O:52])[NH:41][CH2:42][CH2:43][NH:44][C:45](=[O:51])[O:46][C:47]([CH3:50])([CH3:49])[CH3:48])[CH2:10][CH2:11][CH2:12][NH:13][C:14](=[O:38])[C@@H:15]([NH:27]C(=O)OCC1C=CC=CC=1)[CH2:16][CH2:17][CH2:18][NH:19][C:20]([O:22][C:23]([CH3:26])([CH3:25])[CH3:24])=[O:21])=[O:7])([CH3:4])([CH3:3])[CH3:2]. Product: [NH2:27][C@H:15]([C:14](=[O:38])[NH:13][CH2:12][CH2:11][CH2:10][C@H:9]([NH:8][C:6]([O:5][C:1]([CH3:4])([CH3:3])[CH3:2])=[O:7])[CH2:39][C:40](=[O:52])[NH:41][CH2:42][CH2:43][NH:44][C:45](=[O:51])[O:46][C:47]([CH3:49])([CH3:50])[CH3:48])[CH2:16][CH2:17][CH2:18][NH:19][C:20](=[O:21])[O:22][C:23]([CH3:24])([CH3:26])[CH3:25]. (3) Product: [N:23]([C@@H:7]1[CH2:6][CH2:5][N:4]([C:13]([O:15][CH2:16][C:17]2[CH:22]=[CH:21][CH:20]=[CH:19][CH:18]=2)=[O:14])[CH2:3][C@H:2]1[F:1])=[N+:24]=[N-:25]. Reactant: [F:1][C@H:2]1[C@@H:7](OS(C)(=O)=O)[CH2:6][CH2:5][N:4]([C:13]([O:15][CH2:16][C:17]2[CH:22]=[CH:21][CH:20]=[CH:19][CH:18]=2)=[O:14])[CH2:3]1.[N-:23]=[N+:24]=[N-:25].[Na+]. The catalyst class is: 163. (4) Reactant: [Cl:1][C:2]1[N:6]([C:7]2[N:11]([CH3:12])[N:10]=[CH:9][CH:8]=2)[CH:5]=[C:4]([C:13]([O:15]C)=[O:14])[CH:3]=1.[Cl:17][C:18]1[CH:19]=[N:20][N:21]([CH3:32])[C:22]=1[N:23]1[CH:27]=[CH:26][C:25]([C:28]([O:30]C)=[O:29])=[CH:24]1.[Cl:33][C:34]1[N:35]([C:43]2[N:47]([CH3:48])[N:46]=[CH:45][CH:44]=2)[CH:36]=[CH:37][C:38]=1[C:39]([O:41]C)=[O:40].[OH-].[Na+]. Product: [Cl:1][C:2]1[N:6]([C:7]2[N:11]([CH3:12])[N:10]=[CH:9][CH:8]=2)[CH:5]=[C:4]([C:13]([OH:15])=[O:14])[CH:3]=1.[Cl:17][C:18]1[CH:19]=[N:20][N:21]([CH3:32])[C:22]=1[N:23]1[CH:27]=[CH:26][C:25]([C:28]([OH:30])=[O:29])=[CH:24]1.[Cl:33][C:34]1[N:35]([C:43]2[N:47]([CH3:48])[N:46]=[CH:45][CH:44]=2)[CH:36]=[CH:37][C:38]=1[C:39]([OH:41])=[O:40]. The catalyst class is: 111. (5) Reactant: [C:1]([O:5][C:6]([N:8]1[CH2:13][CH2:12][C:11](=[O:14])[CH2:10][CH2:9]1)=[O:7])([CH3:4])([CH3:3])[CH3:2].[N+](=[CH:17][C:18]([O:20][CH2:21][CH3:22])=[O:19])=[N-].B(F)(F)F. Product: [O:14]=[C:11]1[CH2:10][CH2:9][N:8]([C:6]([O:5][C:1]([CH3:2])([CH3:4])[CH3:3])=[O:7])[CH2:13][CH2:12][CH:17]1[C:18]([O:20][CH2:21][CH3:22])=[O:19]. The catalyst class is: 28. (6) Reactant: [CH3:1][C:2]1[C:3]2[CH2:16][CH2:15][N:14]([C:17]([O:19][C:20]([CH3:23])([CH3:22])[CH3:21])=[O:18])[CH2:13][CH2:12][C:4]=2[CH:5]=[C:6]2[C:11]=1[NH:10][CH2:9][CH2:8][CH2:7]2.C(N(CC)CC)C.[CH2:31]([N:33]=[C:34]=[O:35])[CH3:32].C1(C)C=CC=CC=1. Product: [CH2:31]([NH:33][C:34]([N:10]1[C:11]2[C:6](=[CH:5][C:4]3[CH2:12][CH2:13][N:14]([C:17]([O:19][C:20]([CH3:23])([CH3:22])[CH3:21])=[O:18])[CH2:15][CH2:16][C:3]=3[C:2]=2[CH3:1])[CH2:7][CH2:8][CH2:9]1)=[O:35])[CH3:32]. The catalyst class is: 4. (7) Reactant: C[O:2][C:3]1[N:10]=[CH:9][CH:8]=[CH:7][C:4]=1[C:5]#[N:6]. Product: [OH:2][C:3]1[N:10]=[CH:9][CH:8]=[CH:7][C:4]=1[C:5]#[N:6]. The catalyst class is: 844.